This data is from TCR-epitope binding with 47,182 pairs between 192 epitopes and 23,139 TCRs. The task is: Binary Classification. Given a T-cell receptor sequence (or CDR3 region) and an epitope sequence, predict whether binding occurs between them. The epitope is LLWNGPMAV. The TCR CDR3 sequence is CASSDSRGTEAFF. Result: 1 (the TCR binds to the epitope).